Dataset: Orexin1 receptor HTS with 218,158 compounds and 233 confirmed actives. Task: Binary Classification. Given a drug SMILES string, predict its activity (active/inactive) in a high-throughput screening assay against a specified biological target. (1) The drug is S(=O)(=O)(N1CCCC1)c1cc2c(n(C(C)C(=O)NCc3ccc(F)cc3)cc2)cc1. The result is 0 (inactive). (2) The drug is s1c(c(c2c1cccc2)C#CCCO)c1ccsc1. The result is 0 (inactive). (3) The molecule is Clc1c(CC(OCC(=O)N2CCN(CC2)C(=O)c2occc2)=O)c(Cl)ccc1. The result is 0 (inactive). (4) The molecule is S(=O)(=O)(Nc1c(CC)cccc1)c1cc2c([nH]cc(c2=O)C(=O)NCc2occc2)cc1. The result is 0 (inactive). (5) The compound is O(c1cc2c(n(c(c2C(OCC)=O)C)CC)cc1)C(=O)c1ccc([N+]([O-])=O)cc1. The result is 0 (inactive). (6) The drug is O(c1c(NC(=O)c2nc[nH]c2C(=O)NC)cccc1)C. The result is 0 (inactive). (7) The compound is O=C/1N(c2ccccc2)C(=O)NC(=O)C1=C\c1n(C(C)(C)C)ccc1. The result is 0 (inactive). (8) The drug is O=c1[nH]c2c(cc1CN(CCc1ccccc1)Cc1n(nnn1)CCOC)cc(OC)cc2. The result is 0 (inactive). (9) The molecule is S(c1n(c(nn1)c1ccc(OC)cc1)CC)CC(=O)Nc1ccc(N2CCOCC2)cc1. The result is 0 (inactive).